Dataset: Forward reaction prediction with 1.9M reactions from USPTO patents (1976-2016). Task: Predict the product of the given reaction. (1) The product is: [OH:1][NH:3][C:7]([C:9]1[CH:17]=[C:16]2[C:12]([CH:13]=[CH:14][N:15]2[CH2:18][C:19]2[CH:24]=[CH:23][C:22]([O:25][CH3:26])=[CH:21][CH:20]=2)=[CH:11][CH:10]=1)=[O:6]. Given the reactants [OH-:1].[Na+].[NH2:3]O.C[O:6][C:7]([C:9]1[CH:17]=[C:16]2[C:12]([CH:13]=[CH:14][N:15]2[CH2:18][C:19]2[CH:24]=[CH:23][C:22]([O:25][CH3:26])=[CH:21][CH:20]=2)=[CH:11][CH:10]=1)=O, predict the reaction product. (2) Given the reactants [C:1]1([C:11]([C:13]2[C:21]3[C:16](=[CH:17][CH:18]=[CH:19][CH:20]=3)[NH:15][CH:14]=2)=[O:12])[C:10]2[C:5](=[CH:6][CH:7]=[CH:8][CH:9]=2)[CH:4]=[CH:3][CH:2]=1.C[Mg+].[Br-].[C:25]1(C(O)=O)C2C(=CC=CC=2)C=CC=1, predict the reaction product. The product is: [CH3:25][C:14]1[NH:15][C:16]2[C:21]([C:13]=1[C:11]([C:1]1[C:10]3[C:5](=[CH:6][CH:7]=[CH:8][CH:9]=3)[CH:4]=[CH:3][CH:2]=1)=[O:12])=[CH:20][CH:19]=[CH:18][CH:17]=2.